From a dataset of Forward reaction prediction with 1.9M reactions from USPTO patents (1976-2016). Predict the product of the given reaction. (1) Given the reactants [CH3:1][NH:2][S:3]([CH2:6][CH2:7][CH:8]1[CH2:13][CH2:12][NH:11][CH2:10][CH2:9]1)(=[O:5])=[O:4].[C:14]([OH:17])(=[O:16])[CH3:15], predict the reaction product. The product is: [C:14]([OH:17])(=[O:16])[CH3:15].[CH3:1][NH:2][S:3]([CH2:6][CH2:7][CH:8]1[CH2:13][CH2:12][NH:11][CH2:10][CH2:9]1)(=[O:5])=[O:4]. (2) Given the reactants [Cl:1][C:2]1[CH:7]=[CH:6][C:5]([OH:8])=[CH:4][C:3]=1[N+:9]([O-:11])=[O:10].Br[CH2:13][C:14]1[CH:19]=[CH:18][CH:17]=[C:16]([F:20])[CH:15]=1, predict the reaction product. The product is: [Cl:1][C:2]1[CH:7]=[CH:6][C:5]([O:8][CH2:13][C:14]2[CH:19]=[CH:18][CH:17]=[C:16]([F:20])[CH:15]=2)=[CH:4][C:3]=1[N+:9]([O-:11])=[O:10]. (3) Given the reactants [Cl:1][C:2]1[C:10]2[N:9]=[C:8]([CH2:11][CH3:12])[N:7]([CH2:13][C:14]([OH:16])=O)[C:6]=2[CH:5]=[CH:4][C:3]=1[C:17]#[N:18].[F:19][C:20]([F:32])([F:31])[C:21]1[N:26]=[CH:25][C:24]([C:27]([NH:29][NH2:30])=O)=[CH:23][CH:22]=1, predict the reaction product. The product is: [Cl:1][C:2]1[C:10]2[N:9]=[C:8]([CH2:11][CH3:12])[N:7]([CH2:13][C:14]3[O:16][C:27]([C:24]4[CH:25]=[N:26][C:21]([C:20]([F:32])([F:19])[F:31])=[CH:22][CH:23]=4)=[N:29][N:30]=3)[C:6]=2[CH:5]=[CH:4][C:3]=1[C:17]#[N:18].